From a dataset of Catalyst prediction with 721,799 reactions and 888 catalyst types from USPTO. Predict which catalyst facilitates the given reaction. (1) Reactant: CN(C)C=O.Cl[CH2:7][CH2:8][CH2:9][O:10][C:11]1[CH:20]=[C:19]2[C:14]([C:15]([O:21][C:22]3[C:23]([CH3:32])=[N:24][C:25]4[C:30]([CH:31]=3)=[CH:29][CH:28]=[CH:27][CH:26]=4)=[CH:16][CH:17]=[N:18]2)=[CH:13][C:12]=1[O:33][CH3:34].C(=O)([O-])[O-].[K+].[K+].[NH:41]1[CH2:46][CH2:45][CH2:44][CH2:43][CH2:42]1. Product: [CH3:34][O:33][C:12]1[CH:13]=[C:14]2[C:19](=[CH:20][C:11]=1[O:10][CH2:9][CH2:8][CH2:7][N:41]1[CH2:46][CH2:45][CH2:44][CH2:43][CH2:42]1)[N:18]=[CH:17][CH:16]=[C:15]2[O:21][C:22]1[C:23]([CH3:32])=[N:24][C:25]2[C:30]([CH:31]=1)=[CH:29][CH:28]=[CH:27][CH:26]=2. The catalyst class is: 6. (2) Reactant: [Cl:1][C:2]1[S:6][C:5]([C:7]2[O:11][N:10]=[C:9]([CH2:12][N:13]3[C:17]4=[N:18][CH:19]=[CH:20][CH:21]=[C:16]4[N:15]=[C:14]3[C:22](O)=[O:23])[CH:8]=2)=[CH:4][CH:3]=1.CCN(C(C)C)C(C)C.CN(C(ON1N=NC2C=CC=NC1=2)=[N+](C)C)C.F[P-](F)(F)(F)(F)F.Cl.[CH:59]([N:62]1[CH2:67][CH2:66][CH:65]([NH2:68])[CH2:64][CH2:63]1)([CH3:61])[CH3:60]. Product: [CH:59]([N:62]1[CH2:67][CH2:66][CH:65]([NH:68][C:22]([C:14]2[N:13]([CH2:12][C:9]3[CH:8]=[C:7]([C:5]4[S:6][C:2]([Cl:1])=[CH:3][CH:4]=4)[O:11][N:10]=3)[C:17]3=[N:18][CH:19]=[CH:20][CH:21]=[C:16]3[N:15]=2)=[O:23])[CH2:64][CH2:63]1)([CH3:61])[CH3:60]. The catalyst class is: 3.